Dataset: Full USPTO retrosynthesis dataset with 1.9M reactions from patents (1976-2016). Task: Predict the reactants needed to synthesize the given product. (1) Given the product [CH3:19][O:18][C:15]1[CH:16]=[CH:17][C:12]([C:10]2[CH:11]=[C:6]([C:30]3[CH:35]=[CH:34][CH:33]=[CH:32][CH:31]=3)[C:7](=[O:27])[N:8]([CH3:26])[C:9]=2[C:20]2[CH:25]=[CH:24][N:23]=[CH:22][CH:21]=2)=[CH:13][CH:14]=1, predict the reactants needed to synthesize it. The reactants are: FC(F)(F)S([C:6]1[C:7](=[O:27])[N:8]([CH3:26])[C:9]([C:20]2[CH:25]=[CH:24][N:23]=[CH:22][CH:21]=2)=[C:10]([C:12]2[CH:17]=[CH:16][C:15]([O:18][CH3:19])=[CH:14][CH:13]=2)[CH:11]=1)(=O)=O.[C:30]1(B(O)O)[CH:35]=[CH:34][CH:33]=[CH:32][CH:31]=1.C(=O)([O-])[O-].[Na+].[Na+]. (2) Given the product [NH2:26][C:22]1[CH:21]=[CH:20][CH:19]=[C:18]2[C:23]=1[C:24](=[O:25])[C:6]1([NH:5][C:3](=[O:4])[CH2:2][F:1])[C:10]3[CH:11]=[CH:12][C:13]([CH:15]([CH3:16])[CH3:17])=[CH:14][C:9]=3[O:8][C:7]12[OH:29], predict the reactants needed to synthesize it. The reactants are: [F:1][CH2:2][C:3]([NH:5][C:6]12[C:24](=[O:25])[C:23]3[C:18](=[CH:19][CH:20]=[CH:21][C:22]=3[N+:26]([O-])=O)[C:7]1([OH:29])[O:8][C:9]1[CH:14]=[C:13]([CH:15]([CH3:17])[CH3:16])[CH:12]=[CH:11][C:10]=12)=[O:4].O. (3) Given the product [N:23]1[C:24]2[CH2:25][N:16]([CH2:15][C:13]3[N:14]=[C:10]4[N:11]([C:2]([NH2:1])=[N:3][C:4]5[C:5]([O:26][CH2:37][CH2:38][F:39])=[CH:6][CH:7]=[CH:8][C:9]=54)[N:12]=3)[CH2:17][CH2:18][C:19]=2[CH:20]=[CH:21][CH:22]=1, predict the reactants needed to synthesize it. The reactants are: [NH2:1][C:2]1[N:11]2[N:12]=[C:13]([CH2:15][N:16]3[CH2:25][C:24]4[N:23]=[CH:22][CH:21]=[CH:20][C:19]=4[CH2:18][CH2:17]3)[N:14]=[C:10]2[C:9]2[C:4](=[C:5]([OH:26])[CH:6]=[CH:7][CH:8]=2)[N:3]=1.C([O-])([O-])=O.[Cs+].[Cs+].S(C1C=CC(C)=CC=1)(O[CH2:37][CH2:38][F:39])(=O)=O.